From a dataset of Forward reaction prediction with 1.9M reactions from USPTO patents (1976-2016). Predict the product of the given reaction. (1) Given the reactants I[C:2]1[CH:7]=[CH:6][C:5]([C:8]([F:11])([F:10])[F:9])=[CH:4][CH:3]=1.[CH3:12][O:13][C:14](=[O:40])[C:15]1[CH:20]=[CH:19][CH:18]=[C:17]([CH2:21][N:22]([C:29](=[O:39])[C:30]#[C:31][C:32]2[CH:37]=[CH:36][C:35]([Cl:38])=[CH:34][CH:33]=2)[C:23]2[CH:28]=[CH:27][CH:26]=[CH:25][CH:24]=2)[CH:16]=1, predict the reaction product. The product is: [CH3:12][O:13][C:14](=[O:40])[C:15]1[CH:20]=[CH:19][CH:18]=[C:17]([CH2:21][N:22]2[C:23]3[C:28](=[CH:27][CH:26]=[CH:25][CH:24]=3)/[C:30](=[C:31](/[C:32]3[CH:37]=[CH:36][C:35]([Cl:38])=[CH:34][CH:33]=3)\[C:2]3[CH:7]=[CH:6][C:5]([C:8]([F:11])([F:10])[F:9])=[CH:4][CH:3]=3)/[C:29]2=[O:39])[CH:16]=1. (2) The product is: [ClH:3].[NH2:6][CH2:7][CH2:8][O:9][C:10]1[CH:18]=[CH:17][C:16]([Cl:19])=[CH:15][C:11]=1[C:12]([O:14][CH3:20])=[O:13]. Given the reactants O=S(Cl)[Cl:3].Cl.[NH2:6][CH2:7][CH2:8][O:9][C:10]1[CH:18]=[CH:17][C:16]([Cl:19])=[CH:15][C:11]=1[C:12]([OH:14])=[O:13].[CH3:20]O, predict the reaction product. (3) Given the reactants [CH:1]1([C:4]2[NH:8][C:7]3[C:9]([O:21][CH3:22])=[CH:10][CH:11]=[C:12]([NH:13]C(=O)OC(C)(C)C)[C:6]=3[N:5]=2)[CH2:3][CH2:2]1.C1(C2NC3C(OC)=CC=C(NC(NC4C5N=C(C6CC6)NC=5C(OC)=CC=4)=O)C=3N=2)CC1.[OH-].[K+], predict the reaction product. The product is: [CH:1]1([C:4]2[NH:8][C:7]3[C:9]([O:21][CH3:22])=[CH:10][CH:11]=[C:12]([NH2:13])[C:6]=3[N:5]=2)[CH2:3][CH2:2]1. (4) Given the reactants [CH3:1][O:2][CH2:3][CH2:4][O:5][C:6]1[N:11]=[C:10]([C:12]#[N:13])[CH:9]=[C:8]([C:14]2[CH:15]=[N:16][C:17]([C:20]([F:23])([F:22])[F:21])=[CH:18][CH:19]=2)[CH:7]=1.[ClH:24], predict the reaction product. The product is: [ClH:24].[CH3:1][O:2][CH2:3][CH2:4][O:5][C:6]1[N:11]=[C:10]([CH2:12][NH2:13])[CH:9]=[C:8]([C:14]2[CH:15]=[N:16][C:17]([C:20]([F:23])([F:21])[F:22])=[CH:18][CH:19]=2)[CH:7]=1.